From a dataset of Ames mutagenicity test results for genotoxicity prediction. Regression/Classification. Given a drug SMILES string, predict its toxicity properties. Task type varies by dataset: regression for continuous values (e.g., LD50, hERG inhibition percentage) or binary classification for toxic/non-toxic outcomes (e.g., AMES mutagenicity, cardiotoxicity, hepatotoxicity). Dataset: ames. (1) The drug is NNC(=O)c1ccncc1. The result is 1 (mutagenic). (2) The molecule is Cn1c(N)nc2nc3ccncc3cc21. The result is 0 (non-mutagenic).